Predict the reaction yield, written as a fraction of the theoretical maximum amount of product (1.0 means a 100% yield; for example, 0.34 means a 34% yield). From a dataset of Reaction yield outcomes from USPTO patents with 853,638 reactions. (1) The reactants are Cl.O1CCOCC1.C(O[C:11](=[O:25])[CH2:12][NH:13][C:14]([NH:16][C:17]1[CH:22]=[CH:21][C:20]([Br:23])=[C:19]([CH3:24])[CH:18]=1)=[O:15])C. The catalyst is O1CCOCC1. The product is [Br:23][C:20]1[CH:21]=[CH:22][C:17]([N:16]2[C:11](=[O:25])[CH2:12][NH:13][C:14]2=[O:15])=[CH:18][C:19]=1[CH3:24]. The yield is 0.370. (2) The reactants are [Br:1][C:2]1[CH:3]=[C:4]([C:9](=[O:11])[CH3:10])[CH:5]=[C:6](I)[CH:7]=1.[OH-:12].[Na+].N1C=CC=CC=1.O. The catalyst is Cl.C(#N)C.C(OCC)(=O)C. The product is [Br:1][C:2]1[CH:3]=[C:4]([C:9](=[O:11])[CH3:10])[CH:5]=[C:6]([OH:12])[CH:7]=1. The yield is 0.640. (3) The reactants are [CH2:1]([C:3]1[CH:9]=[CH:8][CH:7]=[C:6]([CH2:10][CH3:11])[C:4]=1[NH2:5])[CH3:2].[CH:12](=O)[CH:13]([CH3:15])[CH3:14]. The catalyst is O.C1(C)C=CC(S(O)(=O)=O)=CC=1.C1C=CC=CC=1. The product is [CH2:1]([C:3]1[CH:9]=[CH:8][CH:7]=[C:6]([CH2:10][CH3:11])[C:4]=1/[N:5]=[CH:12]/[CH:13]([CH3:15])[CH3:14])[CH3:2]. The yield is 0.846. (4) The reactants are C[O:2][C:3]([C:5]1[CH:6]=[C:7]([Cl:30])[CH:8]=[C:9]2[C:14]=1[NH:13][CH:12]([C:15]1[CH:20]=[CH:19][CH:18]=[C:17]([NH:21][C:22]([C:25]([OH:27])=[O:26])([CH3:24])[CH3:23])[CH:16]=1)[C:11]([CH3:29])([CH3:28])[CH2:10]2)=[O:4].O.[OH-].[Li+].O.Cl. The catalyst is CO.O1CCCC1. The product is [C:25]([C:22]([NH:21][C:17]1[CH:16]=[C:15]([CH:12]2[C:11]([CH3:28])([CH3:29])[CH2:10][C:9]3[C:14](=[C:5]([C:3]([OH:4])=[O:2])[CH:6]=[C:7]([Cl:30])[CH:8]=3)[NH:13]2)[CH:20]=[CH:19][CH:18]=1)([CH3:23])[CH3:24])([OH:27])=[O:26]. The yield is 0.250. (5) The reactants are [CH3:1][S:2](Cl)(=[O:4])=[O:3].[NH2:6][C:7]1[C:26]([C:27]2[CH:32]=[CH:31][CH:30]=[C:29]([C:33](=[O:44])[NH:34][C:35]([C:38]3[CH:43]=[CH:42][CH:41]=[CH:40][CH:39]=3)([CH3:37])[CH3:36])[CH:28]=2)=[CH:25][C:10]2[C:11]([C:21]([NH:23][CH3:24])=[O:22])=[C:12]([C:14]3[CH:19]=[CH:18][C:17]([F:20])=[CH:16][CH:15]=3)[O:13][C:9]=2[CH:8]=1.Br[CH2:46][CH2:47][O:48][Si](C(C)(C)C)(C)C.C([O-])([O-])=O.[Na+].[Na+]. The catalyst is N1C=CC=CC=1.CCOC(C)=O. The product is [F:20][C:17]1[CH:16]=[CH:15][C:14]([C:12]2[O:13][C:9]3[CH:8]=[C:7]([N:6]([CH2:46][CH2:47][OH:48])[S:2]([CH3:1])(=[O:4])=[O:3])[C:26]([C:27]4[CH:32]=[CH:31][CH:30]=[C:29]([C:33](=[O:44])[NH:34][C:35]([C:38]5[CH:39]=[CH:40][CH:41]=[CH:42][CH:43]=5)([CH3:37])[CH3:36])[CH:28]=4)=[CH:25][C:10]=3[C:11]=2[C:21]([NH:23][CH3:24])=[O:22])=[CH:19][CH:18]=1. The yield is 0.390.